Dataset: Forward reaction prediction with 1.9M reactions from USPTO patents (1976-2016). Task: Predict the product of the given reaction. (1) Given the reactants [CH2:1]1[C:9]2[C:4](=[CH:5][CH:6]=[CH:7][CH:8]=2)[CH2:3][NH:2]1.[Cl:10][C:11]1[C:12]([CH3:24])=[C:13]([C:17]([O:22][CH3:23])=[CH:18][C:19]=1[O:20][CH3:21])[C:14](O)=[O:15].C(N(C(C)C)CC)(C)C.P(F)(F)(F)(F)F.N1(OC(N(C)C)=[N+](C)C)C2N=CC=CC=2N=N1.C([O-])(O)=O.[Na+], predict the reaction product. The product is: [Cl:10][C:11]1[C:12]([CH3:24])=[C:13]([C:14]([N:2]2[CH2:3][C:4]3[C:9](=[CH:8][CH:7]=[CH:6][CH:5]=3)[CH2:1]2)=[O:15])[C:17]([O:22][CH3:23])=[CH:18][C:19]=1[O:20][CH3:21]. (2) The product is: [CH3:1][O:2][C:3](=[O:12])[C:4]1[CH:9]=[C:8]([CH3:10])[CH:7]=[CH:6][C:5]=1[O:11][CH2:14][C:15]1[CH:20]=[CH:19][C:18]([O:21][CH3:22])=[CH:17][CH:16]=1. Given the reactants [CH3:1][O:2][C:3](=[O:12])[C:4]1[CH:9]=[C:8]([CH3:10])[CH:7]=[CH:6][C:5]=1[OH:11].Cl[CH2:14][C:15]1[CH:20]=[CH:19][C:18]([O:21][CH3:22])=[CH:17][CH:16]=1.C([O-])([O-])=O.[K+].[K+], predict the reaction product. (3) Given the reactants [OH:1][C:2]1[CH:9]=[CH:8][C:5]([CH:6]=O)=[CH:4][C:3]=1[N+:10]([O-:12])=[O:11].[CH:13]1([CH2:16]Br)[CH2:15][CH2:14]1.C(=O)([O-])[O-].[K+].[K+].[CH3:24][NH:25][CH3:26].C1COCC1, predict the reaction product. The product is: [CH:13]1([CH2:16][O:1][C:2]2[CH:9]=[CH:8][C:5]([CH2:6][N:25]([CH3:26])[CH3:24])=[CH:4][C:3]=2[N+:10]([O-:12])=[O:11])[CH2:15][CH2:14]1. (4) Given the reactants [NH2:1][C:2]1[C:3]2[C:10]([C:11]3[CH:16]=[CH:15][C:14]([NH:17][C:18](=[O:27])[O:19][CH2:20][C:21]4[CH:26]=[CH:25][CH:24]=[CH:23][CH:22]=4)=[C:13]([O:28][CH3:29])[CH:12]=3)=[CH:9][N:8]([C@H:30]3[CH2:35][CH2:34][C@H:33]([N:36]4[CH2:41][CH2:40][N:39]([CH3:42])[CH2:38][CH2:37]4)[CH2:32][CH2:31]3)[C:4]=2[N:5]=[CH:6][N:7]=1.[C:43]([OH:50])(=[O:49])/[CH:44]=[CH:45]\[C:46]([OH:48])=[O:47], predict the reaction product. The product is: [C:43]([OH:50])(=[O:49])/[CH:44]=[CH:45]\[C:46]([OH:48])=[O:47].[C:43]([OH:50])(=[O:49])/[CH:44]=[CH:45]\[C:46]([OH:48])=[O:47].[C:43]([OH:50])(=[O:49])/[CH:44]=[CH:45]\[C:46]([OH:48])=[O:47].[NH2:1][C:2]1[C:3]2[C:10]([C:11]3[CH:16]=[CH:15][C:14]([NH:17][C:18](=[O:27])[O:19][CH2:20][C:21]4[CH:22]=[CH:23][CH:24]=[CH:25][CH:26]=4)=[C:13]([O:28][CH3:29])[CH:12]=3)=[CH:9][N:8]([C@H:30]3[CH2:31][CH2:32][C@@H:33]([N:36]4[CH2:37][CH2:38][N:39]([CH3:42])[CH2:40][CH2:41]4)[CH2:34][CH2:35]3)[C:4]=2[N:5]=[CH:6][N:7]=1. (5) The product is: [Br:1][C:2]1[CH:11]=[C:10]([Cl:12])[C:5]2[N:6]([CH3:15])[C:7](=[O:9])[O:8][C:4]=2[CH:3]=1. Given the reactants [Br:1][C:2]1[CH:11]=[C:10]([Cl:12])[C:5]2[NH:6][C:7](=[O:9])[O:8][C:4]=2[CH:3]=1.[H-].[Na+].[CH3:15]I.O, predict the reaction product. (6) Given the reactants [NH2:1][C:2]1[CH:3]=[C:4]([CH:9]=[CH:10][C:11]=1[OH:12])[C:5]([O:7][CH3:8])=[O:6].[F:13][C:14]([F:25])([F:24])[C:15](O[C:15](=[O:16])[C:14]([F:25])([F:24])[F:13])=[O:16].C([O-])(O)=O.[Na+], predict the reaction product. The product is: [OH:12][C:11]1[CH:10]=[CH:9][C:4]([C:5]([O:7][CH3:8])=[O:6])=[CH:3][C:2]=1[NH:1][C:15](=[O:16])[C:14]([F:25])([F:24])[F:13]. (7) Given the reactants Br[C:2]1[CH:3]=[C:4]([NH:8][C:9](=[O:17])[N:10]([CH2:14][CH2:15][CH3:16])[CH2:11][CH2:12][CH3:13])[CH:5]=[CH:6][CH:7]=1.[CH2:18]([NH:21][C:22](=[O:28])[O:23][C:24]([CH3:27])([CH3:26])[CH3:25])[C:19]#[CH:20].C1(C)C=CC=CC=1P(C1C=CC=CC=1C)C1C=CC=CC=1C.CCN(CC)CC, predict the reaction product. The product is: [CH2:11]([N:10]([CH2:14][CH2:15][CH3:16])[C:9](=[O:17])[NH:8][C:4]1[CH:3]=[C:2]([C:20]#[C:19][CH2:18][NH:21][C:22](=[O:28])[O:23][C:24]([CH3:26])([CH3:25])[CH3:27])[CH:7]=[CH:6][CH:5]=1)[CH2:12][CH3:13].